Dataset: Full USPTO retrosynthesis dataset with 1.9M reactions from patents (1976-2016). Task: Predict the reactants needed to synthesize the given product. (1) Given the product [CH2:1]([O:3][C:4](=[O:17])[CH2:5][C:6]1[C:7]2[CH:14]=[CH:13][C:12]([OH:15])=[CH:11][C:8]=2[S:9][CH:10]=1)[CH3:2], predict the reactants needed to synthesize it. The reactants are: [CH2:1]([O:3][C:4](=[O:17])[CH2:5][C:6]1[C:7]2[CH:14]=[CH:13][C:12]([O:15]C)=[CH:11][C:8]=2[S:9][CH:10]=1)[CH3:2].B(Br)(Br)Br. (2) Given the product [N+:7]([C:5]1[N:6]=[C:2]2[N:3]([CH:4]=1)[CH2:10][CH2:11][CH:12]([CH2:13][O:14][Si:15]([CH:22]([CH3:24])[CH3:23])([CH:19]([CH3:21])[CH3:20])[CH:16]([CH3:18])[CH3:17])[O:25]2)([O-:9])=[O:8], predict the reactants needed to synthesize it. The reactants are: Br[C:2]1[N:3]([CH2:10][CH2:11][CH:12]([OH:25])[CH2:13][O:14][Si:15]([CH:22]([CH3:24])[CH3:23])([CH:19]([CH3:21])[CH3:20])[CH:16]([CH3:18])[CH3:17])[CH:4]=[C:5]([N+:7]([O-:9])=[O:8])[N:6]=1.[H-].[Na+]. (3) The reactants are: C([Cl:4])(=O)C.C(O[C:10](=O)[N:11]([C@H:13]([C:15](=[O:55])[NH:16][C@H:17]1[C@H:23]([CH3:24])[N:22]([C:25](=[O:35])[C:26]2[CH:31]=[CH:30][C:29]([C:32](=[O:34])[CH3:33])=[CH:28][CH:27]=2)[C:21]2[CH:36]=[CH:37][CH:38]=[CH:39][C:20]=2[N:19]([CH2:40][C:41]2[C:50]3[C:45](=[C:46]([Br:51])[CH:47]=[CH:48][CH:49]=3)[CH:44]=[CH:43][C:42]=2[O:52][CH3:53])[C:18]1=[O:54])[CH3:14])C)(C)(C)C. Given the product [ClH:4].[C:32]([C:29]1[CH:28]=[CH:27][C:26]([C:25]([N:22]2[C@@H:23]([CH3:24])[C@H:17]([NH:16][C:15](=[O:55])[C@@H:13]([NH:11][CH3:10])[CH3:14])[C:18](=[O:54])[N:19]([CH2:40][C:41]3[C:50]4[C:45](=[C:46]([Br:51])[CH:47]=[CH:48][CH:49]=4)[CH:44]=[CH:43][C:42]=3[O:52][CH3:53])[C:20]3[CH:39]=[CH:38][CH:37]=[CH:36][C:21]2=3)=[O:35])=[CH:31][CH:30]=1)(=[O:34])[CH3:33], predict the reactants needed to synthesize it. (4) Given the product [OH:8][CH:9]([C:11]1[O:12][C:13]([CH2:16][N:17]2[N:21]=[C:20]([NH:22][C:23]([C:25]3[N:26]=[C:27]([CH3:37])[O:28][C:29]=3[C:30]3[CH:31]=[C:32]([CH3:36])[CH:33]=[CH:34][CH:35]=3)=[O:24])[CH:19]=[N:18]2)=[CH:14][N:15]=1)[CH3:10], predict the reactants needed to synthesize it. The reactants are: N#N.C([Si](C)(C)[O:8][CH:9]([C:11]1[O:12][C:13]([CH2:16][N:17]2[N:21]=[C:20]([NH:22][C:23]([C:25]3[N:26]=[C:27]([CH3:37])[O:28][C:29]=3[C:30]3[CH:31]=[C:32]([CH3:36])[CH:33]=[CH:34][CH:35]=3)=[O:24])[CH:19]=[N:18]2)=[CH:14][N:15]=1)[CH3:10])(C)(C)C.CCCC[N+](CCCC)(CCCC)CCCC.[F-]. (5) The reactants are: [Cl:1][C:2]1[C:3]([OH:32])=[C:4]([S:9]([N:12]([CH2:21][C:22]2[N:27]=[C:26]([C:28]([O:30]C)=[O:29])[CH:25]=[CH:24][CH:23]=2)[CH2:13][C:14]2[CH:19]=[CH:18][C:17]([F:20])=[CH:16][CH:15]=2)(=[O:11])=[O:10])[CH:5]=[C:6]([Cl:8])[CH:7]=1.[OH-].[Na+].C1COCC1. Given the product [Cl:1][C:2]1[C:3]([OH:32])=[C:4]([S:9]([N:12]([CH2:21][C:22]2[N:27]=[C:26]([C:28]([OH:30])=[O:29])[CH:25]=[CH:24][CH:23]=2)[CH2:13][C:14]2[CH:15]=[CH:16][C:17]([F:20])=[CH:18][CH:19]=2)(=[O:10])=[O:11])[CH:5]=[C:6]([Cl:8])[CH:7]=1, predict the reactants needed to synthesize it. (6) The reactants are: [C:1]([O:5][C:6]([N:8]1[CH2:13][CH2:12][CH:11]([C:14]#[C:15][C:16]2[CH:21]=[C:20]([Br:22])[CH:19]=[CH:18][C:17]=2[OH:23])[CH2:10][CH2:9]1)=[O:7])([CH3:4])([CH3:3])[CH3:2].CN(C)C=O. Given the product [C:1]([O:5][C:6]([N:8]1[CH2:9][CH2:10][CH:11]([C:14]2[O:23][C:17]3[CH:18]=[CH:19][C:20]([Br:22])=[CH:21][C:16]=3[CH:15]=2)[CH2:12][CH2:13]1)=[O:7])([CH3:4])([CH3:2])[CH3:3], predict the reactants needed to synthesize it. (7) Given the product [F:9][C:3]1[C:4]([F:8])=[CH:5][CH:6]=[CH:7][C:2]=1[C:17]1([OH:21])[CH2:18][CH2:19][CH2:20][C:11]2=[N:10][CH:15]=[CH:14][CH:13]=[C:12]2[CH2:16]1, predict the reactants needed to synthesize it. The reactants are: Br[C:2]1[CH:7]=[CH:6][CH:5]=[C:4]([F:8])[C:3]=1[F:9].[N:10]1[CH:15]=[CH:14][CH:13]=[C:12]2[CH2:16][C:17](=[O:21])[CH2:18][CH2:19][CH2:20][C:11]=12. (8) Given the product [NH2:1][C:2]1[C:11](=[O:12])[C:10]2[N:9]=[C:8]([CH:13]=[O:17])[CH:7]=[CH:6][C:5]=2[C:4](=[O:14])[C:3]=1[Cl:15], predict the reactants needed to synthesize it. The reactants are: [NH2:1][C:2]1[C:11](=[O:12])[C:10]2[N:9]=[C:8]([CH3:13])[CH:7]=[CH:6][C:5]=2[C:4](=[O:14])[C:3]=1[Cl:15].[Se](=O)=[O:17]. (9) Given the product [NH2:20][C:18]1[CH:17]=[C:16]2[C:11]([CH2:12][CH2:13][N:14]([C:23](=[O:28])[C:24]([F:27])([F:25])[F:26])[CH2:15]2)=[C:10]([C:2]2[S:1][C:5]3[CH:6]=[CH:7][CH:8]=[CH:9][C:4]=3[N:3]=2)[CH:19]=1, predict the reactants needed to synthesize it. The reactants are: [S:1]1[C:5]2[CH:6]=[CH:7][CH:8]=[CH:9][C:4]=2[N:3]=[C:2]1[C:10]1[CH:19]=[C:18]([N+:20]([O-])=O)[CH:17]=[C:16]2[C:11]=1[CH2:12][CH2:13][N:14]([C:23](=[O:28])[C:24]([F:27])([F:26])[F:25])[CH2:15]2.[H][H]. (10) Given the product [Br:1][C:2]1[CH:3]=[N:4][C:5]([N:21]2[CH2:22][CH2:23][NH:18][C:19](=[O:24])[CH2:20]2)=[N:6][CH:7]=1, predict the reactants needed to synthesize it. The reactants are: [Br:1][C:2]1[CH:3]=[N:4][C:5](Cl)=[N:6][CH:7]=1.CCN(C(C)C)C(C)C.[NH:18]1[CH2:23][CH2:22][NH:21][CH2:20][C:19]1=[O:24].